The task is: Predict the reaction yield, written as a fraction of the theoretical maximum amount of product (1.0 means a 100% yield; for example, 0.34 means a 34% yield).. This data is from Reaction yield outcomes from USPTO patents with 853,638 reactions. (1) The reactants are [Cl:1][C:2]1[CH:7]=[CH:6][CH:5]=[C:4]([Cl:8])[C:3]=1[NH:9][C:10](=[O:27])[NH:11][C:12]1[CH:17]=[CH:16][C:15]([CH2:18][C:19]([O:21]C(C)(C)C)=[O:20])=[CH:14][C:13]=1[CH3:26].C(O)(C(F)(F)F)=O. The catalyst is C(Cl)Cl. The product is [Cl:1][C:2]1[CH:7]=[CH:6][CH:5]=[C:4]([Cl:8])[C:3]=1[NH:9][C:10](=[O:27])[NH:11][C:12]1[CH:17]=[CH:16][C:15]([CH2:18][C:19]([OH:21])=[O:20])=[CH:14][C:13]=1[CH3:26]. The yield is 0.950. (2) The reactants are [C:1]1([C:7]2([C:10]([O-:12])=[O:11])[CH2:9][CH2:8]2)[CH:6]=[CH:5][CH:4]=[CH:3][CH:2]=1.[N+:13]([O-:16])([O-])=[O:14].[K+].OS(O)(=O)=O.[CH2:23](Cl)Cl. No catalyst specified. The product is [N+:13]([C:4]1[CH:5]=[CH:6][C:1]([C:7]2([C:10]([O:12][CH3:23])=[O:11])[CH2:9][CH2:8]2)=[CH:2][CH:3]=1)([O-:16])=[O:14]. The yield is 0.680. (3) The product is [F:1][C:2]1[CH:3]=[CH:4][C:5]([CH3:33])=[C:6]([CH:32]=1)[O:7][CH2:8][C:9]1[C:10]([C:23]2[CH:28]=[CH:27][C:26]([O:29][C:41]([N:34]3[CH2:39][CH2:38][O:37][CH2:36][CH2:35]3)=[O:40])=[CH:25][C:24]=2[O:30][CH3:31])=[CH:11][CH:12]=[C:13]2[C:18]=1[N:17]([CH3:19])[C:16](=[O:20])[C:15]([CH3:22])([CH3:21])[NH:14]2. The catalyst is CN(C)C1C=CN=CC=1. The reactants are [F:1][C:2]1[CH:3]=[CH:4][C:5]([CH3:33])=[C:6]([CH:32]=1)[O:7][CH2:8][C:9]1[C:10]([C:23]2[CH:28]=[CH:27][C:26]([OH:29])=[CH:25][C:24]=2[O:30][CH3:31])=[CH:11][CH:12]=[C:13]2[C:18]=1[N:17]([CH3:19])[C:16](=[O:20])[C:15]([CH3:22])([CH3:21])[NH:14]2.[NH:34]1[CH2:39][CH2:38][O:37][CH2:36][CH2:35]1.[O:40]1CCC[CH2:41]1. The yield is 0.320. (4) The catalyst is C(OCC)(=O)C.[Cu]I.CS(C)=O. The reactants are [F:1][C:2]([F:13])([F:12])[C:3]1[C:4]2[CH2:11][CH2:10][O:9][CH2:8][C:5]=2[NH:6][N:7]=1.C(=O)([O-])[O-].[Cs+].[Cs+].Br[C:21]1[CH:26]=[CH:25][C:24]([CH2:27][C:28]([N:30]2[CH2:34][CH2:33][CH2:32][CH2:31]2)=[O:29])=[C:23]([F:35])[CH:22]=1.CN(C)CC(O)=O. The yield is 0.340. The product is [F:35][C:23]1[CH:22]=[C:21]([N:6]2[C:5]3[CH2:8][O:9][CH2:10][CH2:11][C:4]=3[C:3]([C:2]([F:12])([F:1])[F:13])=[N:7]2)[CH:26]=[CH:25][C:24]=1[CH2:27][C:28](=[O:29])[N:30]1[CH2:31][CH2:32][CH2:33][CH2:34]1. (5) The reactants are NC1C=CC=CC=1C1C([C:14]([C:16]2[C:21]([C:22]3[CH:27]=[CH:26][CH:25]=[CH:24][C:23]=3[NH2:28])=[CH:20][CH:19]=[CH:18][N:17]=2)=O)=NC=CC=1.[NH2:29][C:30](N)=[O:31]. The catalyst is C(O)(=O)C. The product is [N:17]1[CH:18]=[CH:19][CH:20]=[CH:14][C:16]=1[C:21]1[C:22]2[C:23](=[CH:24][CH:25]=[CH:26][CH:27]=2)[NH:28][C:30](=[O:31])[N:29]=1. The yield is 0.780. (6) The reactants are [C:1]([N:8]1[CH2:13][CH2:12][S:11][CH2:10][CH:9]1C(O)=O)([O:3][C:4](C)(C)[CH3:5])=[O:2].Cl.C(OC(=O)[C@H](CS)N)C.C(N(CC)CC)C.BrC(Br)C. The catalyst is C1COCC1. The product is [CH2:4]([O:3][C:1]([N:8]1[CH2:9][CH2:10][S:11][CH2:12][CH2:13]1)=[O:2])[CH3:5]. The yield is 0.870. (7) The yield is 0.580. The product is [N:53]1([C:56]2[CH:57]=[CH:58][C:59]([NH:60][C:12]([C:9]3[NH:10][C:11]4[C:6]([C:7](=[O:15])[CH:8]=3)=[CH:5][C:4]([O:16][CH3:17])=[CH:3][C:2]=4[Br:1])=[O:14])=[CH:61][CH:62]=2)[CH2:52][CH2:51][O:50][CH2:55][CH2:54]1. The reactants are [Br:1][C:2]1[CH:3]=[C:4]([O:16][CH3:17])[CH:5]=[C:6]2[C:11]=1[NH:10][C:9]([C:12]([OH:14])=O)=[CH:8][C:7]2=[O:15].CN(C(ON1N=NC2C=CC=CC1=2)=[N+](C)C)C.[B-](F)(F)(F)F.C1C=CC2N(O)N=NC=2C=1.[O:50]1[CH2:55][CH2:54][N:53]([C:56]2[CH:62]=[CH:61][C:59]([NH2:60])=[CH:58][CH:57]=2)[CH2:52][CH2:51]1.C(N(C(C)C)CC)(C)C. The catalyst is CN(C)C=O. (8) The reactants are [OH:1][C:2]1[CH:3]=[CH:4][C:5]([CH3:8])=[N:6][CH:7]=1.C.[ClH:10]. The catalyst is CO. The product is [Cl:10][C:7]1[C:2]([OH:1])=[CH:3][CH:4]=[C:5]([CH3:8])[N:6]=1. The yield is 0.673.